This data is from NCI-60 drug combinations with 297,098 pairs across 59 cell lines. The task is: Regression. Given two drug SMILES strings and cell line genomic features, predict the synergy score measuring deviation from expected non-interaction effect. (1) Drug 1: C1=NC2=C(N=C(N=C2N1C3C(C(C(O3)CO)O)F)Cl)N. Drug 2: CC(C)NC(=O)C1=CC=C(C=C1)CNNC.Cl. Cell line: DU-145. Synergy scores: CSS=-4.69, Synergy_ZIP=2.61, Synergy_Bliss=5.37, Synergy_Loewe=1.72, Synergy_HSA=-0.156. (2) Drug 1: CC1=CC2C(CCC3(C2CCC3(C(=O)C)OC(=O)C)C)C4(C1=CC(=O)CC4)C. Drug 2: C1=CC(=CC=C1CCCC(=O)O)N(CCCl)CCCl. Cell line: SF-539. Synergy scores: CSS=22.0, Synergy_ZIP=-0.877, Synergy_Bliss=-1.18, Synergy_Loewe=-12.8, Synergy_HSA=-1.23. (3) Drug 1: CCCS(=O)(=O)NC1=C(C(=C(C=C1)F)C(=O)C2=CNC3=C2C=C(C=N3)C4=CC=C(C=C4)Cl)F. Drug 2: C1=CC(=CC=C1C#N)C(C2=CC=C(C=C2)C#N)N3C=NC=N3. Cell line: SK-OV-3. Synergy scores: CSS=5.42, Synergy_ZIP=0.875, Synergy_Bliss=5.12, Synergy_Loewe=3.71, Synergy_HSA=4.41. (4) Drug 1: C1CN(P(=O)(OC1)NCCCl)CCCl. Drug 2: CC1CCCC2(C(O2)CC(NC(=O)CC(C(C(=O)C(C1O)C)(C)C)O)C(=CC3=CSC(=N3)C)C)C. Cell line: MDA-MB-435. Synergy scores: CSS=28.5, Synergy_ZIP=1.44, Synergy_Bliss=0.534, Synergy_Loewe=-12.4, Synergy_HSA=1.07. (5) Drug 1: C1=CC=C(C=C1)NC(=O)CCCCCCC(=O)NO. Drug 2: C1C(C(OC1N2C=NC(=NC2=O)N)CO)O. Cell line: PC-3. Synergy scores: CSS=34.4, Synergy_ZIP=-4.07, Synergy_Bliss=1.62, Synergy_Loewe=6.43, Synergy_HSA=6.58.